This data is from Forward reaction prediction with 1.9M reactions from USPTO patents (1976-2016). The task is: Predict the product of the given reaction. (1) The product is: [CH3:28][NH:29][C:3]([C:5]1[N:6]=[CH:7][C:8]2[C:9](=[O:27])[N:10]([CH2:16][C:17]3[CH:22]=[CH:21][C:20]([O:23][CH3:24])=[CH:19][C:18]=3[O:25][CH3:26])[CH2:11][CH2:12][C:13]=2[C:14]=1[OH:15])=[O:2]. Given the reactants C[O:2][C:3]([C:5]1[N:6]=[CH:7][C:8]2[C:9](=[O:27])[N:10]([CH2:16][C:17]3[CH:22]=[CH:21][C:20]([O:23][CH3:24])=[CH:19][C:18]=3[O:25][CH3:26])[CH2:11][CH2:12][C:13]=2[C:14]=1[OH:15])=O.[CH3:28][NH2:29], predict the reaction product. (2) Given the reactants [Cl:1][C:2]1[C:7](Cl)=[N:6][CH:5]=[CH:4][N:3]=1.O.[NH2:10][NH2:11], predict the reaction product. The product is: [ClH:1].[Cl:1][C:2]1[C:7]([NH:10][NH2:11])=[N:6][CH:5]=[CH:4][N:3]=1. (3) Given the reactants [CH3:1][C:2]1[C:3]([C:20]2[CH:25]=[CH:24][CH:23]=[C:22]([C:26]([F:29])([F:28])[F:27])[CH:21]=2)=[N:4][C:5]2[C:10]([C:11]=1[C:12]([O:14][CH3:15])=[O:13])=[CH:9][C:8]([S:16]([CH3:19])(=[O:18])=[O:17])=[CH:7][CH:6]=2.C(OOC(=O)C1C=CC=CC=1)(=O)C1C=CC=CC=1.C1C(=O)N([Br:55])C(=O)C1, predict the reaction product. The product is: [Br:55][CH2:1][C:2]1[C:3]([C:20]2[CH:25]=[CH:24][CH:23]=[C:22]([C:26]([F:29])([F:27])[F:28])[CH:21]=2)=[N:4][C:5]2[C:10]([C:11]=1[C:12]([O:14][CH3:15])=[O:13])=[CH:9][C:8]([S:16]([CH3:19])(=[O:17])=[O:18])=[CH:7][CH:6]=2. (4) Given the reactants [CH3:1][C:2]1[CH:20]=[C:19]([NH:21][C:22](=[O:25])[CH2:23]Cl)[CH:18]=[CH:17][C:3]=1[C:4]([N:6]1[C:12]2[CH:13]=[CH:14][CH:15]=[CH:16][C:11]=2[CH2:10][CH2:9][CH2:8][CH2:7]1)=[O:5].C(=O)([O-])[O-].[K+].[K+].[I-].[Na+].[C:34]1([OH:44])[C:43]2[CH2:42][CH2:41][CH2:40][CH2:39][C:38]=2[CH:37]=[CH:36][CH:35]=1, predict the reaction product. The product is: [CH3:1][C:2]1[CH:20]=[C:19]([NH:21][C:22](=[O:25])[CH2:23][O:44][C:34]2[CH:35]=[CH:36][CH:37]=[C:38]3[C:43]=2[CH2:42][CH2:41][CH2:40][CH2:39]3)[CH:18]=[CH:17][C:3]=1[C:4]([N:6]1[C:12]2[CH:13]=[CH:14][CH:15]=[CH:16][C:11]=2[CH2:10][CH2:9][CH2:8][CH2:7]1)=[O:5]. (5) Given the reactants C(OC(=O)[NH:10][C@H:11]([C:15]([N:17]([CH3:19])[CH3:18])=[O:16])[CH:12]([CH3:14])[CH3:13])C1C=CC=CC=1, predict the reaction product. The product is: [NH2:10][C@@H:11]([CH:12]([CH3:14])[CH3:13])[C:15]([N:17]([CH3:19])[CH3:18])=[O:16].